This data is from Reaction yield outcomes from USPTO patents with 853,638 reactions. The task is: Predict the reaction yield, written as a fraction of the theoretical maximum amount of product (1.0 means a 100% yield; for example, 0.34 means a 34% yield). (1) The reactants are Br[C:2]1[CH:3]=[C:4]2[C:8](=[CH:9][CH:10]=1)[C:7](=[O:11])[N:6]([CH2:12][CH2:13][NH:14][C:15](=[O:21])[O:16][C:17]([CH3:20])([CH3:19])[CH3:18])[CH2:5]2.[CH3:22][C:23]1([CH3:39])[C:27]([CH3:29])([CH3:28])[O:26][B:25]([B:25]2[O:26][C:27]([CH3:29])([CH3:28])[C:23]([CH3:39])([CH3:22])[O:24]2)[O:24]1.C([O-])(=O)C.[K+]. The catalyst is O1CCOCC1.[Pd](Cl)Cl.C1(P(C2C=CC=CC=2)[C-]2C=CC=C2)C=CC=CC=1.[C-]1(P(C2C=CC=CC=2)C2C=CC=CC=2)C=CC=C1.[Fe+2]. The product is [O:11]=[C:7]1[C:8]2[C:4](=[CH:3][C:2]([B:25]3[O:26][C:27]([CH3:29])([CH3:28])[C:23]([CH3:39])([CH3:22])[O:24]3)=[CH:10][CH:9]=2)[CH2:5][N:6]1[CH2:12][CH2:13][NH:14][C:15](=[O:21])[O:16][C:17]([CH3:20])([CH3:19])[CH3:18]. The yield is 0.600. (2) The catalyst is CN(C=O)C.CCOC(C)=O.C1C=CC([P]([Pd]([P](C2C=CC=CC=2)(C2C=CC=CC=2)C2C=CC=CC=2)([P](C2C=CC=CC=2)(C2C=CC=CC=2)C2C=CC=CC=2)[P](C2C=CC=CC=2)(C2C=CC=CC=2)C2C=CC=CC=2)(C2C=CC=CC=2)C2C=CC=CC=2)=CC=1. The product is [CH2:1]([O:4][C:5]1([CH3:38])[CH2:10][CH2:9][N:8]([C:11]2[N:16]3[CH:17]=[C:18]([C:20]4[CH:21]=[C:22]([C:41]5[CH:42]=[C:43]([CH3:46])[CH:44]=[CH:45][C:40]=5[OH:39])[CH:23]=[CH:24][CH:25]=4)[N:19]=[C:15]3[CH:14]=[C:13]([CH3:27])[C:12]=2[C@H:28]([O:33][C:34]([CH3:37])([CH3:36])[CH3:35])[C:29]([O:31][CH3:32])=[O:30])[CH2:7][CH2:6]1)[CH:2]=[CH2:3]. The yield is 0.580. The reactants are [CH2:1]([O:4][C:5]1([CH3:38])[CH2:10][CH2:9][N:8]([C:11]2[N:16]3[CH:17]=[C:18]([C:20]4[CH:25]=[CH:24][CH:23]=[C:22](Br)[CH:21]=4)[N:19]=[C:15]3[CH:14]=[C:13]([CH3:27])[C:12]=2[C@H:28]([O:33][C:34]([CH3:37])([CH3:36])[CH3:35])[C:29]([O:31][CH3:32])=[O:30])[CH2:7][CH2:6]1)[CH:2]=[CH2:3].[OH:39][C:40]1[CH:45]=[CH:44][C:43]([CH3:46])=[CH:42][C:41]=1B(O)O.C([O-])([O-])=O.[Na+].[Na+]. (3) The reactants are [C:1]([O:5][C:6]([N:8]1[CH2:15][CH:14]2[CH2:16][CH:10]([C:11](=[O:18])[O:12][C:13]2=[O:17])[CH2:9]1)=[O:7])([CH3:4])([CH3:3])[CH3:2].CC[C@H]1[C@@H]2C[C@H]([C@@H](OC3C=CC(O[C@@H](C4C=CN=C5C=4C=C(OC)C=C5)[C@@H]4N5C[C@@H](CC)[C@@H](CC5)C4)=C4C(C5C(C(=O)C=34)=CC=CC=5)=O)C3C=CN=C4C=3C=C(OC)C=C4)N(CC2)C1.[CH3:83][OH:84].C(O)(=O)CC(CC(O)=O)(C(O)=O)O. The catalyst is CCOCC.C1COCC1. The product is [CH3:83][O:84][C:11]([CH:10]1[CH2:16][CH:14]([C:13]([OH:17])=[O:12])[CH2:15][N:8]([C:6]([O:5][C:1]([CH3:4])([CH3:3])[CH3:2])=[O:7])[CH2:9]1)=[O:18]. The yield is 0.890.